This data is from Reaction yield outcomes from USPTO patents with 853,638 reactions. The task is: Predict the reaction yield, written as a fraction of the theoretical maximum amount of product (1.0 means a 100% yield; for example, 0.34 means a 34% yield). (1) The reactants are Br[C:2]1[C:3]([CH3:9])=[N:4][CH:5]=[CH:6][C:7]=1[CH3:8].[CH3:10][O:11][C:12](=[O:42])[CH2:13][C@H:14]1[C:18]2[CH:19]=[CH:20][C:21]([O:23][C@H:24]3[C:32]4[C:27](=[C:28](B5OC(C)(C)C(C)(C)O5)[CH:29]=[CH:30][CH:31]=4)[CH2:26][CH2:25]3)=[CH:22][C:17]=2[O:16][CH2:15]1. No catalyst specified. The product is [CH3:10][O:11][C:12](=[O:42])[CH2:13][C@H:14]1[C:18]2[CH:19]=[CH:20][C:21]([O:23][C@H:24]3[C:32]4[C:27](=[C:28]([C:2]5[C:3]([CH3:9])=[N:4][CH:5]=[CH:6][C:7]=5[CH3:8])[CH:29]=[CH:30][CH:31]=4)[CH2:26][CH2:25]3)=[CH:22][C:17]=2[O:16][CH2:15]1. The yield is 0.470. (2) The reactants are [C:1]([NH2:10])(=[O:9])[C:2]1[C:3](=[CH:5][CH:6]=[CH:7][CH:8]=1)[NH2:4].[CH3:11][N:12]([CH3:25])[C:13]1[C:22]2[C:17](=[CH:18][CH:19]=[CH:20][CH:21]=2)[C:16]([CH:23]=O)=[CH:15][CH:14]=1.COC1C=C(OC)C=C2C=1C(=O)NC(C1C=CC=CN=1)=N2. No catalyst specified. The product is [CH3:11][N:12]([CH3:25])[C:13]1[C:22]2[C:17](=[CH:18][CH:19]=[CH:20][CH:21]=2)[C:16]([C:23]2[NH:10][C:1](=[O:9])[C:2]3[C:3](=[CH:5][CH:6]=[CH:7][CH:8]=3)[N:4]=2)=[CH:15][CH:14]=1. The yield is 0.690. (3) The reactants are [Cl:1][C:2]1[CH:3]=[C:4]([NH:9][C:10]2[C:19]3[C:14](=[CH:15][C:16]([O:21][CH2:22][CH3:23])=[C:17]([NH2:20])[CH:18]=3)[N:13]=[CH:12][N:11]=2)[CH:5]=[CH:6][C:7]=1[F:8].CN(C(ON1N=NC2C=CC=NC1=2)=[N+](C)C)C.F[P-](F)(F)(F)(F)F.[CH2:48]([O:50][P:51]([CH:56]([F:60])[C:57](O)=[O:58])([O:53][CH2:54][CH3:55])=[O:52])[CH3:49].C(N(C(C)C)CC)(C)C. The catalyst is CN(C=O)C.O. The product is [CH2:48]([O:50][P:51]([CH:56]([F:60])[C:57]([NH:20][C:17]1[CH:18]=[C:19]2[C:14](=[CH:15][C:16]=1[O:21][CH2:22][CH3:23])[N:13]=[CH:12][N:11]=[C:10]2[NH:9][C:4]1[CH:5]=[CH:6][C:7]([F:8])=[C:2]([Cl:1])[CH:3]=1)=[O:58])(=[O:52])[O:53][CH2:54][CH3:55])[CH3:49]. The yield is 0.321. (4) The reactants are C[O:2][C:3]1[CH:4]=[C:5]([C:9]2[C:18]3[C:13](=[C:14]4[CH:22]=[CH:21][CH:20]=[CH:19][C:15]4=[CH:16][CH:17]=3)[NH:12][C:11](=[O:23])[N:10]=2)[CH:6]=[CH:7][CH:8]=1.B(Br)(Br)Br.C(=O)(O)[O-].[Na+]. The catalyst is ClCCl. The product is [OH:2][C:3]1[CH:4]=[C:5]([C:9]2[C:18]3[C:13](=[C:14]4[CH:22]=[CH:21][CH:20]=[CH:19][C:15]4=[CH:16][CH:17]=3)[NH:12][C:11](=[O:23])[N:10]=2)[CH:6]=[CH:7][CH:8]=1. The yield is 0.360.